This data is from Full USPTO retrosynthesis dataset with 1.9M reactions from patents (1976-2016). The task is: Predict the reactants needed to synthesize the given product. (1) Given the product [OH:1][C@H:2]1[CH2:21][CH2:20][C@@:19]2([CH3:22])[C:4](=[CH:5][CH:24]=[C:17]3[C@@H:18]2[CH2:7][CH2:8][C@@:9]2([CH3:10])[C@H:16]3[CH2:15][CH2:11][C:12]2=[O:14])[CH2:3]1.[OH:44][C@H:42]1[CH2:41][CH2:40][C@@:39]2([CH3:48])[C:38](=[CH:37][CH:36]=[C:35]3[C@@H:34]2[CH2:33][CH2:32][C@@:31]2([CH3:49])[C@H:30]3[CH2:29][CH2:28][C@@H:27]2[C:25](=[O:26])[CH3:24])[CH2:43]1, predict the reactants needed to synthesize it. The reactants are: [OH:1][C@H:2]1[CH2:21][CH2:20][C@@:19]2([CH3:22])[C:4](=[CH:5]C=[C:7]3[C@@H:18]2[CH2:17][CH2:16][C@@:15]2(C)[C@H:8]3[CH2:9][CH2:10][C@@H:11]2[C:12](=[O:14])C)[CH2:3]1.[CH3:24][C:25]([C@@H:27]1[C@@:31]2([CH3:49])[CH2:32][CH2:33][C@@H:34]3[C@@:39]4([CH3:48])[CH2:40][CH2:41][C@H:42]([O:44]C(C)=O)[CH2:43][C:38]4=[CH:37][CH2:36][C@H:35]3[C@@H:30]2[CH2:29][CH2:28]1)=[O:26]. (2) Given the product [OH:8][CH2:9][C@H:10]1[CH2:11][CH2:12][C:13](=[O:15])[N:14]1[CH2:16][S:29][CH2:30][CH2:31][CH2:32][CH2:33][C:34]([O:36][CH2:37][CH3:38])=[O:35], predict the reactants needed to synthesize it. The reactants are: [Si]([O:8][CH2:9][C@@H:10]1[NH:14][C:13](=[O:15])[CH2:12][CH2:11]1)(C(C)(C)C)(C)C.[C:16]1(C)C=CC(S(O)(=O)=O)=CC=1.C=O.[SH:29][CH2:30][CH2:31][CH2:32][CH2:33][C:34]([O:36][CH2:37][CH3:38])=[O:35]. (3) Given the product [Cl:3][C:4]1[CH:9]=[C:8]([CH3:10])[CH:7]=[CH:6][C:5]=1[CH:11]([CH:13]1[CH2:15][CH2:14]1)[OH:12], predict the reactants needed to synthesize it. The reactants are: [BH4-].[Na+].[Cl:3][C:4]1[CH:9]=[C:8]([CH3:10])[CH:7]=[CH:6][C:5]=1[C:11]([CH:13]1[CH2:15][CH2:14]1)=[O:12].[Cl-].[NH4+].C(OCC)C. (4) Given the product [NH2:33][C:30]1[N:31]=[CH:32][C:27]([C:8]2[CH:17]=[CH:16][C:11]([C:12]([O:14][CH3:15])=[O:13])=[C:10]([Cl:18])[CH:9]=2)=[CH:28][N:29]=1, predict the reactants needed to synthesize it. The reactants are: C(=O)([O-])[O-].[K+].[K+].Br[C:8]1[CH:17]=[CH:16][C:11]([C:12]([O:14][CH3:15])=[O:13])=[C:10]([Cl:18])[CH:9]=1.CC1(C)C(C)(C)OB([C:27]2[CH:28]=[N:29][C:30]([NH2:33])=[N:31][CH:32]=2)O1. (5) The reactants are: [C:1]1([CH:7]2[NH:12][CH2:11][CH2:10][N:9]([CH2:13][C:14]3[CH:19]=[CH:18][C:17]([C:20]4[CH:25]=[CH:24][CH:23]=[CH:22][C:21]=4[C:26]([F:29])([F:28])[F:27])=[CH:16][CH:15]=3)[CH2:8]2)[CH:6]=[CH:5][CH:4]=[CH:3][CH:2]=1.[CH:30](N(CC)C(C)C)(C)[CH3:31].BrCC. Given the product [CH2:30]([N:12]1[CH2:11][CH2:10][N:9]([CH2:13][C:14]2[CH:19]=[CH:18][C:17]([C:20]3[CH:25]=[CH:24][CH:23]=[CH:22][C:21]=3[C:26]([F:28])([F:29])[F:27])=[CH:16][CH:15]=2)[CH2:8][CH:7]1[C:1]1[CH:2]=[CH:3][CH:4]=[CH:5][CH:6]=1)[CH3:31], predict the reactants needed to synthesize it.